The task is: Regression. Given two drug SMILES strings and cell line genomic features, predict the synergy score measuring deviation from expected non-interaction effect.. This data is from NCI-60 drug combinations with 297,098 pairs across 59 cell lines. Drug 1: C1=CC(=CC=C1CCCC(=O)O)N(CCCl)CCCl. Drug 2: CCN(CC)CCNC(=O)C1=C(NC(=C1C)C=C2C3=C(C=CC(=C3)F)NC2=O)C. Cell line: SK-OV-3. Synergy scores: CSS=9.86, Synergy_ZIP=-5.31, Synergy_Bliss=-5.41, Synergy_Loewe=-4.58, Synergy_HSA=-4.32.